Dataset: Forward reaction prediction with 1.9M reactions from USPTO patents (1976-2016). Task: Predict the product of the given reaction. (1) Given the reactants [N:1]1([C:18]([O:20][CH2:21][C:22]2[CH:27]=[CH:26][CH:25]=[CH:24][CH:23]=2)=[O:19])[CH2:6][CH2:5][N:4]([C:7]([O:9][C:10]([CH3:13])([CH3:12])[CH3:11])=[O:8])[CH2:3][CH:2]1[C:14]([O:16][CH3:17])=[O:15].C[Si](C)(C)N[Si](C)(C)C.[K].FC(F)(F)S(O[CH2:44][CH3:45])(=O)=O, predict the reaction product. The product is: [CH2:44]([C:2]1([C:14]([O:16][CH3:17])=[O:15])[CH2:3][N:4]([C:7]([O:9][C:10]([CH3:12])([CH3:13])[CH3:11])=[O:8])[CH2:5][CH2:6][N:1]1[C:18]([O:20][CH2:21][C:22]1[CH:27]=[CH:26][CH:25]=[CH:24][CH:23]=1)=[O:19])[CH3:45]. (2) Given the reactants C(C1C=C(C)C=C(C(C)(C)C)N=1)(C)(C)C.[O:16](S(C(F)(F)F)(=O)=O)[S:17]([C:20]([F:23])([F:22])[F:21])(=[O:19])=[O:18].O=[C:32]1[CH2:37][CH2:36][CH:35]([CH2:38][C:39]([O:41][CH2:42][CH3:43])=[O:40])[CH2:34][CH2:33]1, predict the reaction product. The product is: [F:21][C:20]([F:23])([F:22])[S:17]([O:16][C:32]1[CH2:37][CH2:36][CH:35]([CH2:38][C:39]([O:41][CH2:42][CH3:43])=[O:40])[CH2:34][CH:33]=1)(=[O:19])=[O:18]. (3) Given the reactants [CH2:1]([O:3][C:4](=[O:24])[CH2:5][C:6]1[CH:11]=[CH:10][C:9]([Cl:12])=[C:8]([O:13][C:14]2[CH:19]=[C:18]([C:20]#[N:21])[CH:17]=[C:16](Br)[CH:15]=2)[C:7]=1[F:23])[CH3:2].[C:25]1(C)C=CC=C[CH:26]=1.C(C([Sn])=C(CCCC)CCCC)CCC, predict the reaction product. The product is: [CH2:1]([O:3][C:4](=[O:24])[CH2:5][C:6]1[CH:11]=[CH:10][C:9]([Cl:12])=[C:8]([O:13][C:14]2[CH:15]=[C:16]([CH:25]=[CH2:26])[CH:17]=[C:18]([C:20]#[N:21])[CH:19]=2)[C:7]=1[F:23])[CH3:2]. (4) Given the reactants [F:1][C:2]1[CH:7]=[C:6]([N+:8]([O-])=O)[CH:5]=[CH:4][C:3]=1[O:11][CH2:12][CH2:13][O:14][CH3:15].[Cl-].[NH4+], predict the reaction product. The product is: [F:1][C:2]1[CH:7]=[C:6]([CH:5]=[CH:4][C:3]=1[O:11][CH2:12][CH2:13][O:14][CH3:15])[NH2:8]. (5) Given the reactants [NH2:1][C:2]1[C:7]([CH2:8][CH2:9][CH:10]2[CH2:15][CH2:14][N:13](C(OC(C)(C)C)=O)[CH2:12][CH2:11]2)=[C:6]([Cl:23])[N:5]=[C:4]([CH3:24])[N:3]=1.Cl, predict the reaction product. The product is: [ClH:23].[Cl:23][C:6]1[N:5]=[C:4]([CH3:24])[N:3]=[C:2]([NH2:1])[C:7]=1[CH2:8][CH2:9][CH:10]1[CH2:15][CH2:14][NH:13][CH2:12][CH2:11]1. (6) Given the reactants [N+:1]([C:4]1[CH:9]=[CH:8][C:7]([O:10][C:11]2[CH:16]=[CH:15][C:14]([F:17])=[C:13]([Cl:18])[CH:12]=2)=[CH:6][CH:5]=1)([O-])=O.[Cl-].[NH4+].O, predict the reaction product. The product is: [Cl:18][C:13]1[CH:12]=[C:11]([O:10][C:7]2[CH:8]=[CH:9][C:4]([NH2:1])=[CH:5][CH:6]=2)[CH:16]=[CH:15][C:14]=1[F:17].